Dataset: Antibody developability classification from SAbDab with 2,409 antibodies. Task: Regression/Classification. Given an antibody's heavy chain and light chain sequences, predict its developability. TAP uses regression for 5 developability metrics; SAbDab uses binary classification. Result: 1 (developable). The antibody is ['TGSLEESGGRLVTPGTPLTLTCTVSGIDPNSDHMSWVRQAPGKGLEWIAIIYASGTTYYASWAKGRFTISKTSTTVDLRIASPTTEDTATYFCATYPNYPTDNLWGQGTLVTVSG', 'GMTQTPSPVSAAVGGTVTINCQASQSVYNNYLLSWYQQKPGQPPKRLIYSASTLASGVSSRFKGSGSGTQFTLTISDVQCDDAATYYCLGSYDGNSADCLAFGGGTEVVVK'].